From a dataset of Forward reaction prediction with 1.9M reactions from USPTO patents (1976-2016). Predict the product of the given reaction. (1) Given the reactants [C:1]([O:5][C:6]([NH:8][C@H:9]([C:40]([O:42][C:43]([CH3:46])([CH3:45])[CH3:44])=[O:41])[CH2:10][CH2:11][C@@:12]([C:33]([O:35][C:36]([CH3:39])([CH3:38])[CH3:37])=[O:34])([C:23]([O:25]CC1C=CC=CC=1)=[O:24])[CH2:13][C:14]1[CH:19]=[CH:18][C:17]([N+:20]([O-])=O)=[CH:16][CH:15]=1)=[O:7])([CH3:4])([CH3:3])[CH3:2], predict the reaction product. The product is: [NH2:20][C:17]1[CH:16]=[CH:15][C:14]([CH2:13][C:12]([C:33]([O:35][C:36]([CH3:39])([CH3:38])[CH3:37])=[O:34])([CH2:11][CH2:10][C@H:9]([NH:8][C:6]([O:5][C:1]([CH3:4])([CH3:2])[CH3:3])=[O:7])[C:40]([O:42][C:43]([CH3:44])([CH3:45])[CH3:46])=[O:41])[C:23]([OH:25])=[O:24])=[CH:19][CH:18]=1. (2) Given the reactants [Li].[F:2][C:3]1[CH:4]=[C:5]([C:9]([O-])=[CH:10][C:11](=O)[C:12]([O:14]CC)=[O:13])[CH:6]=[N:7][CH:8]=1.ClC1C=C(C2N(C3C=CC=CN=3)N=C(C(O)=O)C=2)C=C(F)C=1.Cl.[Cl:42][C:43]1[CH:44]=[C:45]([NH:50][NH2:51])[CH:46]=[CH:47][C:48]=1[F:49], predict the reaction product. The product is: [Cl:42][C:43]1[CH:44]=[C:45]([N:50]2[C:9]([C:5]3[CH:6]=[N:7][CH:8]=[C:3]([F:2])[CH:4]=3)=[CH:10][C:11]([C:12]([OH:14])=[O:13])=[N:51]2)[CH:46]=[CH:47][C:48]=1[F:49]. (3) Given the reactants [CH3:1][O:2][C:3](=[O:34])[CH2:4][C@H:5]1[C:9]2[CH:10]=[CH:11][C:12]([O:14][C@H:15]3[C:23]4[C:18](=[C:19](B5OC(C)(C)C(C)(C)O5)[CH:20]=[CH:21][C:22]=4[F:24])[CH2:17][CH2:16]3)=[CH:13][C:8]=2[O:7][CH2:6]1.Cl[C:36]1[C:41]([CH3:42])=[CH:40][C:39]([C:43]2[N:44]=[N:45][CH:46]=[C:47]([O:49][CH3:50])[CH:48]=2)=[CH:38][C:37]=1[CH3:51].BrC1C=CC(F)=C2C=1CC[C@H]2OC1C=CC2[C@H](CC(OC)=O)COC=2C=1, predict the reaction product. The product is: [CH3:1][O:2][C:3](=[O:34])[CH2:4][C@H:5]1[C:9]2[CH:10]=[CH:11][C:12]([O:14][C@H:15]3[C:23]4[C:18](=[C:19]([C:36]5[C:37]([CH3:51])=[CH:38][C:39]([C:43]6[N:44]=[N:45][CH:46]=[C:47]([O:49][CH3:50])[CH:48]=6)=[CH:40][C:41]=5[CH3:42])[CH:20]=[CH:21][C:22]=4[F:24])[CH2:17][CH2:16]3)=[CH:13][C:8]=2[O:7][CH2:6]1. (4) Given the reactants [N:1]1[CH:6]=[CH:5][CH:4]=[CH:3][C:2]=1[CH3:7].[CH:8]([C:10]1[CH:15]=[CH:14][CH:13]=[CH:12][N:11]=1)=[CH2:9].[Na].C1(C=CC(O)=CC=1)O, predict the reaction product. The product is: [CH2:8]([C:10]1[CH:15]=[CH:14][CH:13]=[CH:12][N:11]=1)[CH2:9][CH2:7][C:2]1[CH:3]=[CH:4][CH:5]=[CH:6][N:1]=1. (5) Given the reactants [CH2:1]([O:8][C:9]1[CH:14]=[CH:13][C:12]([NH:15][C:16]2[C:21]([C:22]([O:24]C)=[O:23])=[C:20]([C:26]([F:29])([F:28])[F:27])[CH:19]=[CH:18][N:17]=2)=[CH:11][CH:10]=1)[C:2]1[CH:7]=[CH:6][CH:5]=[CH:4][CH:3]=1.[OH-].[Na+], predict the reaction product. The product is: [CH2:1]([O:8][C:9]1[CH:10]=[CH:11][C:12]([NH:15][C:16]2[C:21]([C:22]([OH:24])=[O:23])=[C:20]([C:26]([F:29])([F:27])[F:28])[CH:19]=[CH:18][N:17]=2)=[CH:13][CH:14]=1)[C:2]1[CH:3]=[CH:4][CH:5]=[CH:6][CH:7]=1.